Dataset: Catalyst prediction with 721,799 reactions and 888 catalyst types from USPTO. Task: Predict which catalyst facilitates the given reaction. Reactant: C([O:8][C:9]1[CH:10]=[C:11]2[C:15](=[CH:16][CH:17]=1)[N:14]([CH2:18][C:19]1[CH:24]=[CH:23][C:22]([F:25])=[CH:21][CH:20]=1)[C:13]([C:26]([O:28][CH2:29][CH3:30])=[O:27])=[C:12]2[C:31]1[CH:36]=[CH:35][C:34]([O:37][CH2:38][CH3:39])=[CH:33][CH:32]=1)C1C=CC=CC=1. Product: [CH2:38]([O:37][C:34]1[CH:35]=[CH:36][C:31]([C:12]2[C:11]3[C:15](=[CH:16][CH:17]=[C:9]([OH:8])[CH:10]=3)[N:14]([CH2:18][C:19]3[CH:24]=[CH:23][C:22]([F:25])=[CH:21][CH:20]=3)[C:13]=2[C:26]([O:28][CH2:29][CH3:30])=[O:27])=[CH:32][CH:33]=1)[CH3:39]. The catalyst class is: 78.